This data is from Reaction yield outcomes from USPTO patents with 853,638 reactions. The task is: Predict the reaction yield, written as a fraction of the theoretical maximum amount of product (1.0 means a 100% yield; for example, 0.34 means a 34% yield). (1) The reactants are [Cl:1][C:2]1[CH:7]=[CH:6][C:5]([C:8]2[CH:13]=[CH:12][NH:11][C:10](=[O:14])[CH:9]=2)=[CH:4][CH:3]=1.Br[C:16]1[CH:24]=[C:23]2[C:19]([C:20]3[CH2:29][CH2:28][N:27]([CH3:30])[CH2:26][C:21]=3[N:22]2[CH3:25])=[CH:18][CH:17]=1. No catalyst specified. The product is [ClH:1].[Cl:1][C:2]1[CH:3]=[CH:4][C:5]([C:8]2[CH:13]=[CH:12][N:11]([C:16]3[CH:24]=[C:23]4[C:19]([C:20]5[CH2:29][CH2:28][N:27]([CH3:30])[CH2:26][C:21]=5[N:22]4[CH3:25])=[CH:18][CH:17]=3)[C:10](=[O:14])[CH:9]=2)=[CH:6][CH:7]=1. The yield is 0.190. (2) The reactants are [CH2:1]([C@H:3]1[C@@H:7]([C:8]2[N:12]3[C:13]4[CH:19]=[CH:18][N:17](S(C5C=CC(C)=CC=5)(=O)=O)[C:14]=4[N:15]=[CH:16][C:11]3=[N:10][CH:9]=2)[CH2:6][N:5]([C:30](=[O:36])[CH2:31][CH2:32][CH2:33][C:34]#[N:35])[CH2:4]1)[CH3:2].[OH-].[Na+].C(Cl)Cl.O. The catalyst is O1CCOCC1. The product is [CH2:1]([C@H:3]1[C@@H:7]([C:8]2[N:12]3[C:13]4[CH:19]=[CH:18][NH:17][C:14]=4[N:15]=[CH:16][C:11]3=[N:10][CH:9]=2)[CH2:6][N:5]([C:30](=[O:36])[CH2:31][CH2:32][CH2:33][C:34]#[N:35])[CH2:4]1)[CH3:2]. The yield is 0.680. (3) The reactants are [CH2:1]([O:4][C:5]1[C:13]([C:14]([F:17])([F:16])[F:15])=[CH:12][CH:11]=[C:10]([CH2:18][O:19][C:20]2[CH:25]=[CH:24][C:23]([C:26]3[CH:31]=[CH:30][C:29]([C:32]4([C:35]([O:37][CH2:38][CH:39]=[CH2:40])=[O:36])[CH2:34][CH2:33]4)=[CH:28][CH:27]=3)=[CH:22][CH:21]=2)[C:6]=1[C:7]([OH:9])=[O:8])[CH:2]=[CH2:3].[C:41](OC(O[C:41]([CH3:44])([CH3:43])[CH3:42])N(C)C)([CH3:44])([CH3:43])[CH3:42]. The catalyst is C1(C)C=CC=CC=1. The product is [CH2:1]([O:4][C:5]1[C:13]([C:14]([F:16])([F:17])[F:15])=[CH:12][CH:11]=[C:10]([CH2:18][O:19][C:20]2[CH:25]=[CH:24][C:23]([C:26]3[CH:27]=[CH:28][C:29]([C:32]4([C:35]([O:37][CH2:38][CH:39]=[CH2:40])=[O:36])[CH2:34][CH2:33]4)=[CH:30][CH:31]=3)=[CH:22][CH:21]=2)[C:6]=1[C:7]([O:9][C:41]([CH3:44])([CH3:43])[CH3:42])=[O:8])[CH:2]=[CH2:3]. The yield is 6.31.